This data is from Microsomal clearance measurements from AstraZeneca. The task is: Regression/Classification. Given a drug SMILES string, predict its absorption, distribution, metabolism, or excretion properties. Task type varies by dataset: regression for continuous measurements (e.g., permeability, clearance, half-life) or binary classification for categorical outcomes (e.g., BBB penetration, CYP inhibition). For this dataset (clearance_microsome_az), we predict log10(clearance) (log10 of the in vitro intrinsic clearance, CLint, in uL/min per mg of human liver microsomal protein, equivalently mL/min/g; values are censored to the assay range of 3 to 150, which is 0.477 to 2.18 on this log10 scale). (1) The molecule is O=c1[nH]c2c(O)ccc([C@@H](O)CNCCc3cccc(CNCCc4ccccc4Cl)c3)c2s1. The log10(clearance) is 1.28. (2) The log10(clearance) is 0.480. The molecule is O=C(NS(=O)(=O)c1ccccc1Cl)N1CCC(N2CCC(Oc3ccc(Cl)c(Cl)c3)CC2)CC1. (3) The drug is Cc1cccc(CN2CCC3(CC2)CCN(C(=O)c2ccccc2)CC3)c1. The log10(clearance) is 1.13.